Dataset: Forward reaction prediction with 1.9M reactions from USPTO patents (1976-2016). Task: Predict the product of the given reaction. Given the reactants Cl[CH2:2][C:3]1[CH:8]=[CH:7][C:6]([C:9]([NH:12][C:13](=[O:15])[CH3:14])([CH3:11])[CH3:10])=[CH:5][CH:4]=1.[CH3:16][O:17][C:18]1[CH:23]=[C:22]([O:24][CH3:25])[N:21]=[C:20]([N:26]2[CH2:31][CH2:30][NH:29][CH2:28][CH2:27]2)[N:19]=1, predict the reaction product. The product is: [CH3:16][O:17][C:18]1[CH:23]=[C:22]([O:24][CH3:25])[N:21]=[C:20]([N:26]2[CH2:27][CH2:28][N:29]([CH2:2][C:3]3[CH:8]=[CH:7][C:6]([C:9]([NH:12][C:13](=[O:15])[CH3:14])([CH3:11])[CH3:10])=[CH:5][CH:4]=3)[CH2:30][CH2:31]2)[N:19]=1.